From a dataset of Forward reaction prediction with 1.9M reactions from USPTO patents (1976-2016). Predict the product of the given reaction. (1) Given the reactants Cl[C:2]1[C:7]2[C:8]3[CH2:14][CH2:13][N:12](C(OC(C)(C)C)=O)[CH2:11][CH2:10][C:9]=3[S:22][C:6]=2[N:5]=[CH:4][N:3]=1.[Cl:23][C:24]1[CH:25]=[C:26]([CH:28]=[CH:29][C:30]=1[F:31])[NH2:27], predict the reaction product. The product is: [Cl:23][C:24]1[CH:25]=[C:26]([NH:27][C:2]2[C:7]3[C:8]4[CH2:14][CH2:13][NH:12][CH2:11][CH2:10][C:9]=4[S:22][C:6]=3[N:5]=[CH:4][N:3]=2)[CH:28]=[CH:29][C:30]=1[F:31]. (2) Given the reactants [NH:1]1[CH:5]=[CH:4][N:3]=[CH:2]1.[H-].[Na+].[CH3:8][Si:9]([CH3:16])([CH3:15])[CH2:10][CH2:11][O:12][CH2:13]Cl.O1C[CH2:20][CH2:19][CH2:18]1, predict the reaction product. The product is: [CH2:18]([C:4]1[N:3]([CH2:13][O:12][CH2:11][CH2:10][Si:9]([CH3:16])([CH3:15])[CH3:8])[CH:2]=[N:1][CH:5]=1)[CH2:19][CH3:20]. (3) Given the reactants [CH2:1]([O:8][C:9]1[CH:14]=[CH:13][C:12]([Cl:15])=[CH:11][C:10]=1B(O)O)[C:2]1[CH:7]=[CH:6][CH:5]=[CH:4][CH:3]=1.[C:19]([C:21]1[CH:22]=[C:23]([CH:26]=[CH:27][CH:28]=1)[CH2:24]Br)#[N:20].C(=O)([O-])[O-].[Na+].[Na+], predict the reaction product. The product is: [CH2:1]([O:8][C:9]1[CH:14]=[CH:13][C:12]([Cl:15])=[CH:11][C:10]=1[CH2:24][C:23]1[CH:22]=[C:21]([CH:28]=[CH:27][CH:26]=1)[C:19]#[N:20])[C:2]1[CH:7]=[CH:6][CH:5]=[CH:4][CH:3]=1. (4) Given the reactants CCCCCCC[CH2:42][CH2:41][CH2:40][CH2:39][CH2:38][CH2:37][CH2:36][CH2:35][C:33]([O:32]C[C@@H]([O:32][C:33]([CH2:35][CH2:36][CH2:37][CH2:38][CH2:39][CH2:40][CH2:41]/[CH:42]=C\CCCCCCCC)=[O:34])COP(OCC(O)CO)(O)=O)=[O:34].CCC([CH2:57][O:58]C(C(N(CC[NH+](C)C)C)=O)(C1C=CC=CC=1)C1C=CC=CC=1)CC.[Cl-].[Na+].[Cl-].C(O)C(N)(CO)CO.Cl, predict the reaction product. The product is: [CH3:57][O:58][C:40]1[CH:39]=[CH:38][C:37](/[CH:36]=[CH:35]/[C:33]([OH:32])=[O:34])=[CH:42][CH:41]=1.